From a dataset of Reaction yield outcomes from USPTO patents with 853,638 reactions. Predict the reaction yield, written as a fraction of the theoretical maximum amount of product (1.0 means a 100% yield; for example, 0.34 means a 34% yield). (1) The reactants are C[O:2][C:3]([C:5]1[CH:10]=[CH:9][C:8]([C:11]2[O:12][C:13]3[CH:19]=[CH:18][C:17]([C:20]([O:22]C)=[O:21])=[CH:16][C:14]=3[N:15]=2)=[CH:7][CH:6]=1)=[O:4].O.[OH-].[Li+]. The catalyst is O1CCOCC1.O. The product is [C:3]([C:5]1[CH:6]=[CH:7][C:8]([C:11]2[O:12][C:13]3[CH:19]=[CH:18][C:17]([C:20]([OH:22])=[O:21])=[CH:16][C:14]=3[N:15]=2)=[CH:9][CH:10]=1)([OH:4])=[O:2]. The yield is 0.900. (2) The reactants are S(Cl)([Cl:3])=O.[CH3:5][O:6][C:7](=[O:18])[C:8]1[CH:13]=[C:12]([N+:14]([O-:16])=[O:15])[CH:11]=[N:10][C:9]=1O. The catalyst is CN(C=O)C. The product is [CH3:5][O:6][C:7](=[O:18])[C:8]1[CH:13]=[C:12]([N+:14]([O-:16])=[O:15])[CH:11]=[N:10][C:9]=1[Cl:3]. The yield is 0.990. (3) The reactants are [CH3:1][C:2]1[O:3][C:4]([CH3:10])=[CH:5][C:6]=1[C:7]([OH:9])=[O:8].C(=O)([O-])[O-].[K+].[K+].[CH3:17][O:18][CH2:19][CH2:20][O:21][CH2:22]Cl. The catalyst is CN(C=O)C.O. The product is [CH3:17][O:18][CH2:19][CH2:20][O:21][CH2:22][O:8][C:7]([C:6]1[CH:5]=[C:4]([CH3:10])[O:3][C:2]=1[CH3:1])=[O:9]. The yield is 0.820. (4) The reactants are [C:1]([C:5]1[O:6][C:7]2[C:13]([S:14](Cl)(=[O:16])=[O:15])=[C:12]([Cl:18])[CH:11]=[CH:10][C:8]=2[N:9]=1)([CH3:4])([CH3:3])[CH3:2].CCN(CC)CC.[C:26]([N:33]1[CH2:38][CH2:37][NH:36][CH2:35][CH2:34]1)([O:28][C:29]([CH3:32])([CH3:31])[CH3:30])=[O:27].O. The catalyst is C1COCC1. The product is [C:29]([O:28][C:26]([N:33]1[CH2:38][CH2:37][NH:36][CH2:35][CH:34]1[S:14]([C:13]1[C:7]2[O:6][C:5]([C:1]([CH3:4])([CH3:3])[CH3:2])=[N:9][C:8]=2[CH:10]=[CH:11][C:12]=1[Cl:18])(=[O:16])=[O:15])=[O:27])([CH3:32])([CH3:30])[CH3:31]. The yield is 0.910. (5) The reactants are Br[CH2:2][CH2:3][O:4][C:5]1[CH:10]=[CH:9][C:8]([NH:11][C:12](=[O:20])[C:13]2[CH:18]=[CH:17][CH:16]=[C:15]([F:19])[CH:14]=2)=[CH:7][C:6]=1[C:21]1[N:25]([CH3:26])[N:24]=[CH:23][CH:22]=1.[NH2:27][C:28]1[N:32]=[CH:31][NH:30][N:29]=1.[H-].[Na+]. The catalyst is CC(N(C)C)=O. The product is [F:19][C:15]1[CH:14]=[C:13]([CH:18]=[CH:17][CH:16]=1)[C:12]([NH:11][C:8]1[CH:9]=[CH:10][C:5]([O:4][CH2:3][CH2:2][NH:27][C:28]2[N:32]=[CH:31][NH:30][N:29]=2)=[C:6]([C:21]2[N:25]([CH3:26])[N:24]=[CH:23][CH:22]=2)[CH:7]=1)=[O:20]. The yield is 0.480. (6) The reactants are [CH3:1][O:2][C:3]1[CH:12]=[CH:11][C:10]([S:13](Cl)(=[O:15])=[O:14])=[C:9]2[C:4]=1[CH2:5][C@@H:6]([N:17]([CH3:24])[C:18](=[O:23])[C:19]([F:22])([F:21])[F:20])[CH2:7][O:8]2.[NH2:25][C:26]1[CH:27]=[C:28]([CH:31]=[CH:32][CH:33]=1)[C:29]#[N:30].N1C=CC=CC=1.CCOC(C)=O. The catalyst is ClCCl. The product is [C:29]([C:28]1[CH:27]=[C:26]([NH:25][S:13]([C:10]2[CH:11]=[CH:12][C:3]([O:2][CH3:1])=[C:4]3[C:9]=2[O:8][CH2:7][C@H:6]([N:17]([CH3:24])[C:18](=[O:23])[C:19]([F:22])([F:21])[F:20])[CH2:5]3)(=[O:15])=[O:14])[CH:33]=[CH:32][CH:31]=1)#[N:30]. The yield is 0.210.